Dataset: Full USPTO retrosynthesis dataset with 1.9M reactions from patents (1976-2016). Task: Predict the reactants needed to synthesize the given product. (1) Given the product [CH3:1][O:2][C:3]1[CH:4]=[C:5]([CH:6]([OH:7])[CH2:20][N+:17]([O-:19])=[O:18])[CH:8]=[CH:9][C:10]=1[C:11]1[CH:16]=[CH:15][CH:14]=[CH:13][N:12]=1, predict the reactants needed to synthesize it. The reactants are: [CH3:1][O:2][C:3]1[CH:4]=[C:5]([CH:8]=[CH:9][C:10]=1[C:11]1[CH:16]=[CH:15][CH:14]=[CH:13][N:12]=1)[CH:6]=[O:7].[N+:17]([CH3:20])([O-:19])=[O:18]. (2) The reactants are: Br[C:2]1[C:3](=[O:17])[N:4]([CH3:16])[C:5](=[O:15])[N:6]([CH2:8][CH2:9][CH2:10][C:11]([F:14])([F:13])[F:12])[N:7]=1.[F:18][C:19]([F:33])([F:32])[C:20]1[CH:25]=[CH:24][CH:23]=[CH:22][C:21]=1[N:26]1[CH2:31][CH2:30][NH:29][CH2:28][CH2:27]1. Given the product [CH2:22]([OH:15])[CH2:21][CH2:20][CH3:19].[CH3:16][N:4]1[C:3](=[O:17])[C:2]([N:29]2[CH2:28][CH2:27][N:26]([C:21]3[CH:22]=[CH:23][CH:24]=[CH:25][C:20]=3[C:19]([F:32])([F:33])[F:18])[CH2:31][CH2:30]2)=[N:7][N:6]([CH2:8][CH2:9][CH2:10][C:11]([F:14])([F:13])[F:12])[C:5]1=[O:15], predict the reactants needed to synthesize it.